This data is from NCI-60 drug combinations with 297,098 pairs across 59 cell lines. The task is: Regression. Given two drug SMILES strings and cell line genomic features, predict the synergy score measuring deviation from expected non-interaction effect. (1) Drug 1: CS(=O)(=O)CCNCC1=CC=C(O1)C2=CC3=C(C=C2)N=CN=C3NC4=CC(=C(C=C4)OCC5=CC(=CC=C5)F)Cl. Drug 2: C1CN(P(=O)(OC1)NCCCl)CCCl. Cell line: SF-295. Synergy scores: CSS=2.56, Synergy_ZIP=-1.08, Synergy_Bliss=-1.26, Synergy_Loewe=1.50, Synergy_HSA=-0.535. (2) Drug 1: CCC1(CC2CC(C3=C(CCN(C2)C1)C4=CC=CC=C4N3)(C5=C(C=C6C(=C5)C78CCN9C7C(C=CC9)(C(C(C8N6C)(C(=O)OC)O)OC(=O)C)CC)OC)C(=O)OC)O.OS(=O)(=O)O. Drug 2: C1=NC2=C(N1)C(=S)N=CN2. Cell line: SR. Synergy scores: CSS=60.9, Synergy_ZIP=-5.47, Synergy_Bliss=-7.32, Synergy_Loewe=-11.8, Synergy_HSA=-8.73. (3) Drug 1: COC1=C(C=C2C(=C1)N=CN=C2NC3=CC(=C(C=C3)F)Cl)OCCCN4CCOCC4. Drug 2: CC(C)CN1C=NC2=C1C3=CC=CC=C3N=C2N. Cell line: SR. Synergy scores: CSS=39.6, Synergy_ZIP=6.28, Synergy_Bliss=6.52, Synergy_Loewe=6.33, Synergy_HSA=6.89. (4) Drug 1: CN(C)C1=NC(=NC(=N1)N(C)C)N(C)C. Drug 2: CCC1=C2CN3C(=CC4=C(C3=O)COC(=O)C4(CC)O)C2=NC5=C1C=C(C=C5)O. Cell line: TK-10. Synergy scores: CSS=3.77, Synergy_ZIP=-2.68, Synergy_Bliss=3.05, Synergy_Loewe=-21.3, Synergy_HSA=-0.997. (5) Drug 1: CN(CC1=CN=C2C(=N1)C(=NC(=N2)N)N)C3=CC=C(C=C3)C(=O)NC(CCC(=O)O)C(=O)O. Drug 2: C1C(C(OC1N2C=NC3=C(N=C(N=C32)Cl)N)CO)O. Cell line: CAKI-1. Synergy scores: CSS=61.7, Synergy_ZIP=-3.48, Synergy_Bliss=-6.01, Synergy_Loewe=-9.43, Synergy_HSA=-8.32. (6) Drug 1: CC1=C(C=C(C=C1)NC2=NC=CC(=N2)N(C)C3=CC4=NN(C(=C4C=C3)C)C)S(=O)(=O)N.Cl. Drug 2: CC1=C2C(C(=O)C3(C(CC4C(C3C(C(C2(C)C)(CC1OC(=O)C(C(C5=CC=CC=C5)NC(=O)OC(C)(C)C)O)O)OC(=O)C6=CC=CC=C6)(CO4)OC(=O)C)OC)C)OC. Cell line: NCI/ADR-RES. Synergy scores: CSS=14.1, Synergy_ZIP=0.736, Synergy_Bliss=9.65, Synergy_Loewe=2.32, Synergy_HSA=7.99. (7) Drug 1: C1CC(=O)NC(=O)C1N2CC3=C(C2=O)C=CC=C3N. Drug 2: CC1=C(C=C(C=C1)C(=O)NC2=CC(=CC(=C2)C(F)(F)F)N3C=C(N=C3)C)NC4=NC=CC(=N4)C5=CN=CC=C5. Cell line: RPMI-8226. Synergy scores: CSS=4.82, Synergy_ZIP=2.01, Synergy_Bliss=4.55, Synergy_Loewe=-0.799, Synergy_HSA=-0.708. (8) Drug 1: C1CC(=O)NC(=O)C1N2CC3=C(C2=O)C=CC=C3N. Drug 2: C1CCC(C(C1)N)N.C(=O)(C(=O)[O-])[O-].[Pt+4]. Cell line: RXF 393. Synergy scores: CSS=6.71, Synergy_ZIP=-2.53, Synergy_Bliss=-2.97, Synergy_Loewe=-7.74, Synergy_HSA=-1.06. (9) Drug 1: CC1=C(C=C(C=C1)C(=O)NC2=CC(=CC(=C2)C(F)(F)F)N3C=C(N=C3)C)NC4=NC=CC(=N4)C5=CN=CC=C5. Drug 2: C1CN1C2=NC(=NC(=N2)N3CC3)N4CC4. Cell line: 786-0. Synergy scores: CSS=26.0, Synergy_ZIP=2.00, Synergy_Bliss=3.89, Synergy_Loewe=-19.2, Synergy_HSA=-3.09. (10) Drug 1: CC12CCC3C(C1CCC2O)C(CC4=C3C=CC(=C4)O)CCCCCCCCCS(=O)CCCC(C(F)(F)F)(F)F. Drug 2: CNC(=O)C1=NC=CC(=C1)OC2=CC=C(C=C2)NC(=O)NC3=CC(=C(C=C3)Cl)C(F)(F)F. Cell line: OVCAR3. Synergy scores: CSS=-2.15, Synergy_ZIP=2.68, Synergy_Bliss=-1.49, Synergy_Loewe=0.285, Synergy_HSA=-5.05.